Dataset: Full USPTO retrosynthesis dataset with 1.9M reactions from patents (1976-2016). Task: Predict the reactants needed to synthesize the given product. (1) Given the product [CH:26]([N:24]1[C:23](=[O:29])[CH:22]=[CH:21][C:20]([C:15]2[C:7]([C:8]3[CH:9]=[CH:10][CH:11]=[CH:12][CH:13]=3)=[N:38][C:37]([S:36][CH3:35])=[N:39][CH:16]=2)=[N:25]1)([CH3:28])[CH3:27], predict the reactants needed to synthesize it. The reactants are: CC(C)([O-])C.[K+].[C:7]([C:15]([C:20]1[CH:21]=[CH:22][C:23](=[O:29])[N:24]([CH:26]([CH3:28])[CH3:27])[N:25]=1)=[CH:16]N(C)C)(=O)[C:8]1[CH:13]=[CH:12][CH:11]=[CH:10][CH:9]=1.S([O-])([O-])(=O)=O.[CH3:35][S:36][C:37]([NH2:39])=[NH2+:38].[CH3:35][S:36][C:37]([NH2:39])=[NH2+:38]. (2) Given the product [C:17]([CH2:16][NH:15][C:11]([C:9]1[CH:8]=[CH:7][CH:6]=[C:5]2[C:10]=1[N:1]=[CH:2][CH:3]=[CH:4]2)=[O:13])(=[O:18])[NH2:19], predict the reactants needed to synthesize it. The reactants are: [N:1]1[C:10]2[C:5](=[CH:6][CH:7]=[CH:8][C:9]=2[C:11]([OH:13])=O)[CH:4]=[CH:3][CH:2]=1.Cl.[NH2:15][CH2:16][C:17]([NH2:19])=[O:18].CN1CCOCC1.C1C=NC2N(O)N=NC=2C=1.Cl.CN(C)CCCN=C=NCC.